Dataset: Forward reaction prediction with 1.9M reactions from USPTO patents (1976-2016). Task: Predict the product of the given reaction. (1) Given the reactants [F:1][C:2]1[CH:19]=[C:18](I)[CH:17]=[CH:16][C:3]=1[NH:4][C:5]1[C:6]([C:13]([NH2:15])=[O:14])=[CH:7][N:8]([CH3:12])[C:9](=[O:11])[CH:10]=1.[C-:21]#[N:22].[K+], predict the reaction product. The product is: [C:21]([C:18]1[CH:17]=[CH:16][C:3]([NH:4][C:5]2[C:6]([C:13]([NH2:15])=[O:14])=[CH:7][N:8]([CH3:12])[C:9](=[O:11])[CH:10]=2)=[C:2]([F:1])[CH:19]=1)#[N:22]. (2) Given the reactants [Br:1][C:2]1[C:3]([F:10])=[C:4]([CH:7]=[CH:8][CH:9]=1)[CH:5]=[O:6].[N:11]1[CH:16]=[CH:15][CH:14]=[CH:13][C:12]=1[Mg]Br, predict the reaction product. The product is: [Br:1][C:2]1[C:3]([F:10])=[C:4]([CH:5]([C:12]2[CH:13]=[CH:14][CH:15]=[CH:16][N:11]=2)[OH:6])[CH:7]=[CH:8][CH:9]=1. (3) Given the reactants [F:1][C:2]1[CH:3]=[C:4]2[C:9](=[C:10](Br)[CH:11]=1)[N:8]=[CH:7][CH:6]=[CH:5]2.[CH:13]([O:15]CCCC)=[CH2:14].C1(P(C2C=CC=CC=2)CCCP(C2C=CC=CC=2)C2C=CC=CC=2)C=CC=CC=1.C(N(CC)CC)C, predict the reaction product. The product is: [F:1][C:2]1[CH:3]=[C:4]2[C:9](=[C:10]([C:13](=[O:15])[CH3:14])[CH:11]=1)[N:8]=[CH:7][CH:6]=[CH:5]2. (4) Given the reactants [C:1]1([P:7]([C:14]2[CH:19]=[CH:18][CH:17]=[CH:16][CH:15]=2)[C:8]2[CH:13]=[CH:12][CH:11]=[CH:10][CH:9]=2)[CH:6]=[CH:5][CH:4]=[CH:3][CH:2]=1.[Br:20][CH2:21][C:22]1[CH:31]=[CH:30][CH:29]=[CH:28][C:23]=1[C:24]([O:26][CH3:27])=[O:25].C(OCC)C, predict the reaction product. The product is: [Br-:20].[CH3:27][O:26][C:24]([C:23]1[CH:28]=[CH:29][CH:30]=[CH:31][C:22]=1[CH2:21][P+:7]([C:1]1[CH:2]=[CH:3][CH:4]=[CH:5][CH:6]=1)([C:8]1[CH:13]=[CH:12][CH:11]=[CH:10][CH:9]=1)[C:14]1[CH:15]=[CH:16][CH:17]=[CH:18][CH:19]=1)=[O:25].